From a dataset of Merck oncology drug combination screen with 23,052 pairs across 39 cell lines. Regression. Given two drug SMILES strings and cell line genomic features, predict the synergy score measuring deviation from expected non-interaction effect. (1) Drug 1: C=CCn1c(=O)c2cnc(Nc3ccc(N4CCN(C)CC4)cc3)nc2n1-c1cccc(C(C)(C)O)n1. Drug 2: CS(=O)(=O)CCNCc1ccc(-c2ccc3ncnc(Nc4ccc(OCc5cccc(F)c5)c(Cl)c4)c3c2)o1. Cell line: MDAMB436. Synergy scores: synergy=10.9. (2) Drug 1: C=CCn1c(=O)c2cnc(Nc3ccc(N4CCN(C)CC4)cc3)nc2n1-c1cccc(C(C)(C)O)n1. Drug 2: CNC(=O)c1cc(Oc2ccc(NC(=O)Nc3ccc(Cl)c(C(F)(F)F)c3)cc2)ccn1. Cell line: SW620. Synergy scores: synergy=-2.81.